This data is from Catalyst prediction with 721,799 reactions and 888 catalyst types from USPTO. The task is: Predict which catalyst facilitates the given reaction. Reactant: [OH-].[K+].[C:3]([C:6]1[N:11]=[C:10]([C:12]2[CH:17]=[CH:16][C:15]([C:18]3[CH:23]=[CH:22][C:21]([CH2:24][C:25]([NH:27][C@@H:28]([CH2:34][CH:35]([CH3:37])[CH3:36])[C:29]([O:31]CC)=[O:30])=[O:26])=[CH:20][C:19]=3[Cl:38])=[CH:14][CH:13]=2)[C:9]([CH3:39])=[N:8][C:7]=1[CH3:40])(=[O:5])[NH2:4]. Product: [C:3]([C:6]1[N:11]=[C:10]([C:12]2[CH:17]=[CH:16][C:15]([C:18]3[CH:23]=[CH:22][C:21]([CH2:24][C:25]([NH:27][C@@H:28]([CH2:34][CH:35]([CH3:37])[CH3:36])[C:29]([OH:31])=[O:30])=[O:26])=[CH:20][C:19]=3[Cl:38])=[CH:14][CH:13]=2)[C:9]([CH3:39])=[N:8][C:7]=1[CH3:40])(=[O:5])[NH2:4]. The catalyst class is: 218.